Task: Predict the product of the given reaction.. Dataset: Forward reaction prediction with 1.9M reactions from USPTO patents (1976-2016) (1) Given the reactants Cl.[Br:2][C:3]1[CH:4]=[C:5]2[C:10](=[CH:11][CH:12]=1)[N:9]=[CH:8][C:7]([C:13](=[O:15])[CH3:14])=[C:6]2Cl.C([O-])([O-])=O.[K+].[K+].[CH:23]([N:26]([CH2:30][CH3:31])[CH:27](C)C)(C)C, predict the reaction product. The product is: [Br:2][C:3]1[CH:4]=[C:5]2[C:10](=[CH:11][CH:12]=1)[N:9]=[CH:8][C:7]([C:13](=[O:15])[CH3:14])=[C:6]2[NH:9][C@H:10]1[CH2:11][CH2:12][C@H:3]([CH2:31][CH2:30][N:26]([CH3:23])[CH3:27])[CH2:4][CH2:5]1. (2) The product is: [C:16]1([CH2:12][CH2:13][CH:14]2[CH2:15][O:9]2)[CH:21]=[CH:20][CH:19]=[CH:18][CH:17]=1. Given the reactants ClC1C=C(C(OO)=[O:9])C=CC=1.[CH:12]([C:16]1[CH:17]=[CH:18][CH:19]=[CH:20][CH:21]=1)=[CH:13][CH2:14][CH3:15].C([O-])(O)=O.[Na+], predict the reaction product. (3) Given the reactants [CH2:1]([O:3][C:4]([CH:6]1[CH:11]([CH3:12])[CH2:10][CH2:9][NH:8][CH2:7]1)=[O:5])[CH3:2].[C:13]([O:17][C:18](O[C:18]([O:17][C:13]([CH3:16])([CH3:15])[CH3:14])=[O:19])=[O:19])([CH3:16])([CH3:15])[CH3:14], predict the reaction product. The product is: [CH2:1]([O:3][C:4]([CH:6]1[CH:11]([CH3:12])[CH2:10][CH2:9][N:8]([C:18]([O:17][C:13]([CH3:16])([CH3:15])[CH3:14])=[O:19])[CH2:7]1)=[O:5])[CH3:2]. (4) Given the reactants [Cl:1][C:2]1[CH:7]=[CH:6][C:5]([C:8]([F:11])([F:10])[F:9])=[CH:4][C:3]=1B(O)O.Br[C:16]1[N:17]=[CH:18][C:19]([NH:22][C:23](=[O:32])[C:24]2[C:29]([F:30])=[CH:28][CH:27]=[CH:26][C:25]=2[F:31])=[N:20][CH:21]=1.C(=O)([O-])[O-].[K+].[K+].C(OCC)(=O)C, predict the reaction product. The product is: [Cl:1][C:2]1[CH:7]=[CH:6][C:5]([C:8]([F:11])([F:10])[F:9])=[CH:4][C:3]=1[C:16]1[N:17]=[CH:18][C:19]([NH:22][C:23](=[O:32])[C:24]2[C:29]([F:30])=[CH:28][CH:27]=[CH:26][C:25]=2[F:31])=[N:20][CH:21]=1. (5) Given the reactants [OH:1][C:2]([CH3:35])([CH3:34])[CH2:3][C@@:4]1([C:28]2[CH:33]=[CH:32][CH:31]=[CH:30][CH:29]=2)[O:9][C:8](=[O:10])[N:7]([C@H:11]([C:13]2[CH:18]=[CH:17][C:16](B3OC(C)(C)C(C)(C)O3)=[CH:15][CH:14]=2)[CH3:12])[CH2:6][CH2:5]1.Br[C:37]1[CH:38]=[CH:39][C:40]([C:43]2([C:48]([NH2:50])=[O:49])[CH2:47][CH2:46][CH2:45][CH2:44]2)=[N:41][CH:42]=1, predict the reaction product. The product is: [OH:1][C:2]([CH3:34])([CH3:35])[CH2:3][C@@:4]1([C:28]2[CH:33]=[CH:32][CH:31]=[CH:30][CH:29]=2)[O:9][C:8](=[O:10])[N:7]([C@H:11]([C:13]2[CH:14]=[CH:15][C:16]([C:37]3[CH:38]=[CH:39][C:40]([C:43]4([C:48]([NH2:50])=[O:49])[CH2:47][CH2:46][CH2:45][CH2:44]4)=[N:41][CH:42]=3)=[CH:17][CH:18]=2)[CH3:12])[CH2:6][CH2:5]1. (6) Given the reactants C(Cl)CCl.Cl.[CH3:6][N:7]1[C:14](=[O:15])[CH2:13][CH2:12][NH:11][C:10]2[N:16]=[CH:17][C:18](/[CH:20]=[CH:21]/[C:22]([OH:24])=O)=[CH:19][C:9]=2[CH2:8]1.C1C=CC2N(O)N=NC=2C=1.[CH3:35][O:36][C:37]1[C:38]([O:46][CH2:47][CH2:48][CH3:49])=[C:39]([CH2:43][NH:44][CH3:45])[CH:40]=[CH:41][CH:42]=1.C(N(C(C)C)C(C)C)C, predict the reaction product. The product is: [CH3:35][O:36][C:37]1[C:38]([O:46][CH2:47][CH2:48][CH3:49])=[C:39]([CH:40]=[CH:41][CH:42]=1)[CH2:43][N:44]([CH3:45])[C:22](=[O:24])/[CH:21]=[CH:20]/[C:18]1[CH:17]=[N:16][C:10]2[NH:11][CH2:12][CH2:13][C:14](=[O:15])[N:7]([CH3:6])[CH2:8][C:9]=2[CH:19]=1.